From a dataset of Reaction yield outcomes from USPTO patents with 853,638 reactions. Predict the reaction yield, written as a fraction of the theoretical maximum amount of product (1.0 means a 100% yield; for example, 0.34 means a 34% yield). The reactants are [CH3:1][N:2]1[C:10]([CH2:11][O:12][C:13]([C:26]2[CH:31]=[CH:30][CH:29]=[CH:28][CH:27]=2)([C:20]2[CH:25]=[CH:24][CH:23]=[CH:22][CH:21]=2)[C:14]2[CH:19]=[CH:18][CH:17]=[CH:16][CH:15]=2)=[C:9]2[C:4]([CH:5]=[C:6]([N+:32]([O-])=O)[CH:7]=[CH:8]2)=[N:3]1.[H-].[H-].[H-].[H-].[Li+].[Al+3]. The catalyst is C1COCC1. The product is [CH3:1][N:2]1[C:10]([CH2:11][O:12][C:13]([C:26]2[CH:31]=[CH:30][CH:29]=[CH:28][CH:27]=2)([C:20]2[CH:21]=[CH:22][CH:23]=[CH:24][CH:25]=2)[C:14]2[CH:19]=[CH:18][CH:17]=[CH:16][CH:15]=2)=[C:9]2[C:4]([CH:5]=[C:6]([NH2:32])[CH:7]=[CH:8]2)=[N:3]1. The yield is 1.08.